This data is from Reaction yield outcomes from USPTO patents with 853,638 reactions. The task is: Predict the reaction yield, written as a fraction of the theoretical maximum amount of product (1.0 means a 100% yield; for example, 0.34 means a 34% yield). (1) The reactants are [Si]([O:8][CH2:9][CH2:10][CH2:11][C:12]1[CH:17]=[CH:16][N:15]=[CH:14][C:13]=1[C:18](=O)[CH2:19][C:20]1[CH:25]=[CH:24][N:23]=[CH:22][CH:21]=1)(C(C)(C)C)(C)C.[CH3:27][C:28]1[N:29]=[C:30]([CH2:33][C:34]([NH2:36])=[O:35])[S:31][CH:32]=1.[H-].[Na+].CO.Cl.[C:42]([O-])(O)=O.[Na+]. The catalyst is CN(C(OC)OC)C.CN(C=O)C. The product is [OH:8][CH2:9][CH2:10][CH2:11][C:12]1[CH:17]=[CH:16][N:15]=[CH:14][C:13]=1[C:18]1[NH:36][C:34](=[O:35])[C:33]([C:30]2[S:31][CH:32]=[C:28]([CH3:27])[N:29]=2)=[CH:42][C:19]=1[C:20]1[CH:21]=[CH:22][N:23]=[CH:24][CH:25]=1. The yield is 0.410. (2) The reactants are O=P(Cl)(Cl)[Cl:3].[CH3:6][C@H:7]1[C:15]2[C:14](O)=[N:13][CH:12]=[N:11][C:10]=2[CH2:9][CH2:8]1.C([O-])(O)=O.[Na+]. The catalyst is ClCCCl. The product is [Cl:3][C:14]1[C:15]2[C@H:7]([CH3:6])[CH2:8][CH2:9][C:10]=2[N:11]=[CH:12][N:13]=1. The yield is 0.611. (3) The reactants are [CH3:1][N:2]1[C:7](=[O:8])[C:6]([NH:9][C:10]2[CH:14]=[C:13]([CH3:15])[NH:12][N:11]=2)=[CH:5][C:4]([C:16]2[C:21]([CH:22]=[O:23])=[C:20]([N:24]3[CH2:36][CH2:35][N:27]4[C:28]5[CH2:29][CH2:30][CH2:31][CH2:32][C:33]=5[CH:34]=[C:26]4[C:25]3=[O:37])[N:19]=[CH:18][CH:17]=2)=[CH:3]1.O.[Li+].[OH-]. The catalyst is C1COCC1. The product is [OH:23][CH2:22][C:21]1[C:20]([N:24]2[CH2:36][CH2:35][N:27]3[C:28]4[CH2:29][CH2:30][CH2:31][CH2:32][C:33]=4[CH:34]=[C:26]3[C:25]2=[O:37])=[N:19][CH:18]=[CH:17][C:16]=1[C:4]1[CH:5]=[C:6]([NH:9][C:10]2[CH:14]=[C:13]([CH3:15])[NH:12][N:11]=2)[C:7](=[O:8])[N:2]([CH3:1])[CH:3]=1. The yield is 0.300. (4) The reactants are Br[C:2]1[CH:15]=[CH:14][CH:13]=[CH:12][C:3]=1[CH2:4][NH:5][C:6](=[O:11])[C:7]([F:10])([F:9])[F:8].CC1(C)C(C)(C)OB([C:24]2[CH:30]=[CH:29][C:27]([NH2:28])=[CH:26][CH:25]=2)O1.C1C=CC(P(C2C=CC=CC=2)C2C=CC=CC=2)=CC=1.C([O-])([O-])=O.[K+].[K+]. The catalyst is CN(C=O)C.CC([O-])=O.CC([O-])=O.[Pd+2]. The product is [NH2:28][C:27]1[CH:29]=[CH:30][C:24]([C:2]2[CH:15]=[CH:14][CH:13]=[CH:12][C:3]=2[CH2:4][NH:5][C:6](=[O:11])[C:7]([F:10])([F:9])[F:8])=[CH:25][CH:26]=1. The yield is 0.490. (5) The catalyst is C1COCC1. The reactants are [Br:1][C:2]1[N:7]=[C:6]([NH:8][C@H:9]([C:11]2[CH:16]=[CH:15][CH:14]=[CH:13][CH:12]=2)[CH3:10])[C:5]([NH2:17])=[N:4][CH:3]=1.[C:18](N1C=CN=C1)(N1C=CN=C1)=[O:19]. The yield is 0.660. The product is [Br:1][C:2]1[N:7]=[C:6]2[N:8]([C@H:9]([C:11]3[CH:12]=[CH:13][CH:14]=[CH:15][CH:16]=3)[CH3:10])[C:18]([OH:19])=[N:17][C:5]2=[N:4][CH:3]=1. (6) The reactants are [CH:1]1([N:6]2[CH2:11][CH2:10][N:9]([C:12]([C:14]3[CH:15]=[C:16]4[C:20](=[CH:21][CH:22]=3)[NH:19][C:18]([C:23]([N:25]3[CH2:30][CH2:29][S:28](=[O:32])(=[O:31])[CH2:27][CH2:26]3)=[O:24])=[CH:17]4)=[O:13])[CH2:8][CH2:7]2)[CH2:5][CH2:4][CH2:3][CH2:2]1.[Cl:33][C:34]1[CH:39]=[CH:38][C:37](B(O)O)=[CH:36][CH:35]=1.N1C=CC=CC=1. The catalyst is ClCCl.C([O-])(=O)C.[Cu+2].C([O-])(=O)C. The product is [Cl:33][C:34]1[CH:39]=[CH:38][C:37]([N:19]2[C:20]3[C:16](=[CH:15][C:14]([C:12]([N:9]4[CH2:8][CH2:7][N:6]([CH:1]5[CH2:2][CH2:3][CH2:4][CH2:5]5)[CH2:11][CH2:10]4)=[O:13])=[CH:22][CH:21]=3)[CH:17]=[C:18]2[C:23]([N:25]2[CH2:30][CH2:29][S:28](=[O:31])(=[O:32])[CH2:27][CH2:26]2)=[O:24])=[CH:36][CH:35]=1. The yield is 0.340. (7) The product is [ClH:1].[Cl:1][C:2]1[CH:7]=[C:6]([F:8])[C:5]([NH:9][C:10]([NH:12][C:13]2[CH:14]=[CH:15][CH:16]=[CH:17][CH:18]=2)=[O:11])=[CH:4][C:3]=1[C:19]1[C:20](=[O:36])[N:21]([CH:33]([CH3:34])[CH3:35])[C:22]2[C:27]([CH:28]=1)=[CH:26][N:25]=[C:24]([NH:29][C:30](=[O:32])[CH3:31])[CH:23]=2. The catalyst is CC#N. The reactants are [Cl:1][C:2]1[CH:7]=[C:6]([F:8])[C:5]([NH:9][C:10]([NH:12][C:13]2[CH:18]=[CH:17][CH:16]=[CH:15][CH:14]=2)=[O:11])=[CH:4][C:3]=1[C:19]1[C:20](=[O:36])[N:21]([CH:33]([CH3:35])[CH3:34])[C:22]2[C:27]([CH:28]=1)=[CH:26][N:25]=[C:24]([NH:29][C:30](=[O:32])[CH3:31])[CH:23]=2.Cl.CCOCC. The yield is 0.470. (8) The reactants are [Cl:1][C:2]1[N:7]=[C:6](Cl)[CH:5]=[C:4]([CH3:9])[N:3]=1.C(N(CC)C(C)C)(C)C.[NH2:19][C@@H:20]1[C:28]2[C:23](=[CH:24][CH:25]=[CH:26][CH:27]=2)[CH2:22][CH2:21]1. The catalyst is C(O)C. The product is [Cl:1][C:2]1[N:7]=[C:6]([NH:19][C@@H:20]2[C:28]3[C:23](=[CH:24][CH:25]=[CH:26][CH:27]=3)[CH2:22][CH2:21]2)[CH:5]=[C:4]([CH3:9])[N:3]=1. The yield is 0.460. (9) The reactants are [CH3:1][C:2]1[O:6][N:5]=[C:4]([C:7]2[CH:12]=[CH:11][CH:10]=[CH:9][CH:8]=2)[C:3]=1[CH2:13][OH:14].[CH3:15][O:16][C:17](=[O:25])[C:18]1[CH:23]=[CH:22][N:21]=[C:20](O)[CH:19]=1.C1(P(C2C=CC=CC=2)C2C=CC=CC=2)C=CC=CC=1.N(C(OCC)=O)=NC(OCC)=O. The catalyst is C1COCC1. The product is [CH3:15][O:16][C:17](=[O:25])[C:18]1[CH:23]=[CH:22][N:21]=[C:20]([O:14][CH2:13][C:3]2[C:4]([C:7]3[CH:12]=[CH:11][CH:10]=[CH:9][CH:8]=3)=[N:5][O:6][C:2]=2[CH3:1])[CH:19]=1. The yield is 0.380. (10) The reactants are N(C(OCC)=O)=NC(OCC)=O.[Cl:13][C:14]1[C:23]2[C:18](=[CH:19][C:20]([OH:26])=[C:21]([O:24][CH3:25])[CH:22]=2)[N:17]=[CH:16][N:15]=1.C1(P(C2C=CC=CC=2)C2C=CC=CC=2)C=CC=CC=1.[C:46]([N:49]1[CH2:54][CH2:53][N:52]([CH2:55][CH2:56][CH2:57]O)[CH2:51][CH2:50]1)(=[O:48])[CH3:47]. No catalyst specified. The product is [C:46]([N:49]1[CH2:54][CH2:53][N:52]([CH2:55][CH2:56][CH2:57][O:26][C:20]2[CH:19]=[C:18]3[C:23]([C:14]([Cl:13])=[N:15][CH:16]=[N:17]3)=[CH:22][C:21]=2[O:24][CH3:25])[CH2:51][CH2:50]1)(=[O:48])[CH3:47]. The yield is 0.660.